Dataset: NCI-60 drug combinations with 297,098 pairs across 59 cell lines. Task: Regression. Given two drug SMILES strings and cell line genomic features, predict the synergy score measuring deviation from expected non-interaction effect. (1) Synergy scores: CSS=49.3, Synergy_ZIP=0.585, Synergy_Bliss=1.96, Synergy_Loewe=-7.60, Synergy_HSA=2.69. Drug 2: C1=NC2=C(N=C(N=C2N1C3C(C(C(O3)CO)O)F)Cl)N. Cell line: HOP-62. Drug 1: CC1OCC2C(O1)C(C(C(O2)OC3C4COC(=O)C4C(C5=CC6=C(C=C35)OCO6)C7=CC(=C(C(=C7)OC)O)OC)O)O. (2) Drug 1: C1=CC(=CC=C1CCCC(=O)O)N(CCCl)CCCl. Drug 2: CC1=C(N=C(N=C1N)C(CC(=O)N)NCC(C(=O)N)N)C(=O)NC(C(C2=CN=CN2)OC3C(C(C(C(O3)CO)O)O)OC4C(C(C(C(O4)CO)O)OC(=O)N)O)C(=O)NC(C)C(C(C)C(=O)NC(C(C)O)C(=O)NCCC5=NC(=CS5)C6=NC(=CS6)C(=O)NCCC[S+](C)C)O. Cell line: HCT-15. Synergy scores: CSS=24.7, Synergy_ZIP=-2.97, Synergy_Bliss=2.78, Synergy_Loewe=-13.0, Synergy_HSA=-1.43. (3) Drug 1: CCCS(=O)(=O)NC1=C(C(=C(C=C1)F)C(=O)C2=CNC3=C2C=C(C=N3)C4=CC=C(C=C4)Cl)F. Drug 2: C1=CN(C=N1)CC(O)(P(=O)(O)O)P(=O)(O)O. Cell line: NCI/ADR-RES. Synergy scores: CSS=1.48, Synergy_ZIP=0.254, Synergy_Bliss=1.71, Synergy_Loewe=-0.218, Synergy_HSA=0.322.